This data is from Forward reaction prediction with 1.9M reactions from USPTO patents (1976-2016). The task is: Predict the product of the given reaction. The product is: [CH:33]1([NH:36][C:2]2[C:7]([S:8]([N:11]3[CH2:12][CH2:13][C:14]4([C:18](=[O:19])[N:17]([C:20]5[CH:25]=[CH:24][C:23]([O:26][C:27]([F:28])([F:30])[F:29])=[CH:22][CH:21]=5)[CH2:16][CH2:15]4)[CH2:31][CH2:32]3)(=[O:10])=[O:9])=[CH:6][CH:5]=[CH:4][N:3]=2)[CH2:35][CH2:34]1. Given the reactants Cl[C:2]1[C:7]([S:8]([N:11]2[CH2:32][CH2:31][C:14]3([C:18](=[O:19])[N:17]([C:20]4[CH:25]=[CH:24][C:23]([O:26][C:27]([F:30])([F:29])[F:28])=[CH:22][CH:21]=4)[CH2:16][CH2:15]3)[CH2:13][CH2:12]2)(=[O:10])=[O:9])=[CH:6][CH:5]=[CH:4][N:3]=1.[CH:33]1([NH2:36])[CH2:35][CH2:34]1, predict the reaction product.